From a dataset of Full USPTO retrosynthesis dataset with 1.9M reactions from patents (1976-2016). Predict the reactants needed to synthesize the given product. (1) Given the product [CH2:27]([N:12]([C:3]1[CH:4]=[CH:5][C:6]([C:8]([F:10])([F:11])[F:9])=[CH:7][C:2]=1[I:1])[C:20](=[O:21])[C:22]([F:23])([F:24])[F:25])[CH:28]=[CH:29][CH3:30], predict the reactants needed to synthesize it. The reactants are: [I:1][C:2]1[CH:7]=[C:6]([C:8]([F:11])([F:10])[F:9])[CH:5]=[CH:4][C:3]=1[NH2:12].[C:20](O[C:20]([C:22]([F:25])([F:24])[F:23])=[O:21])([C:22]([F:25])([F:24])[F:23])=[O:21].N1C=[CH:30][CH:29]=[CH:28][CH:27]=1.C(Br)/C=C/C.C([O-])([O-])=O.[K+].[K+]. (2) Given the product [Cl:20][C:21]1[C:26]([C:27]#[N:28])=[C:25]([NH:19][C@H:17]([C:7]2[N:6]=[C:5]3[CH:4]=[CH:3][N:2]([CH3:1])[C:10]3=[CH:9][C:8]=2[N:11]2[CH2:12][CH2:13][O:14][CH2:15][CH2:16]2)[CH3:18])[N:24]=[C:23]([S:30][CH3:31])[N:22]=1, predict the reactants needed to synthesize it. The reactants are: [CH3:1][N:2]1[C:10]2[C:5](=[N:6][C:7]([C@@H:17]([NH2:19])[CH3:18])=[C:8]([N:11]3[CH2:16][CH2:15][O:14][CH2:13][CH2:12]3)[CH:9]=2)[CH:4]=[CH:3]1.[Cl:20][C:21]1[C:26]([C:27]#[N:28])=[C:25](Cl)[N:24]=[C:23]([S:30][CH3:31])[N:22]=1.CCN(CC)CC. (3) Given the product [OH:17][C:10]1[C:11]2[C:16](=[N:15][CH:14]=[CH:13][CH:12]=2)[N:7]([C:1]2[CH:2]=[CH:3][CH:4]=[CH:5][CH:6]=2)[C:8](=[O:27])[C:9]=1[C:54](=[O:55])[CH2:53][C:61]1[CH:66]=[CH:65][CH:64]=[CH:63][CH:62]=1, predict the reactants needed to synthesize it. The reactants are: [C:1]1([N:7]2[C:16]3[C:11](=[CH:12][CH:13]=[CH:14][N:15]=3)[C:10]([O:17]C(=O)CC3C=CC=CC=3)=[CH:9][C:8]2=[O:27])[CH:6]=[CH:5][CH:4]=[CH:3][CH:2]=1.C(N(CC)CC)C.[C-]#N.[K+].C1[O:55][CH2:54][CH2:53]OCCOCCOCCOCCOC1.C(=O)([O-])O.[Na+].[C:61]1(C)[CH:66]=[CH:65][CH:64]=[CH:63][CH:62]=1.